Predict the product of the given reaction. From a dataset of Forward reaction prediction with 1.9M reactions from USPTO patents (1976-2016). (1) Given the reactants Cl[C:2]1[C:11]2[C:6](=[CH:7][CH:8]=[CH:9][CH:10]=2)[C:5]([NH:12][C:13]2[CH:18]=[CH:17][C:16]([S:19][C:20]3[C:29]4[C:24](=[CH:25][C:26]([O:30][CH3:31])=[CH:27][N:28]=4)[N:23]=[CH:22][CH:21]=3)=[CH:15][CH:14]=2)=[N:4][N:3]=1.[C-:32]#[N:33].[Na+], predict the reaction product. The product is: [CH3:31][O:30][C:26]1[CH:25]=[C:24]2[C:29]([C:20]([S:19][C:16]3[CH:17]=[CH:18][C:13]([NH:12][C:5]4[C:6]5[C:11](=[CH:10][CH:9]=[CH:8][CH:7]=5)[C:2]([C:32]#[N:33])=[N:3][N:4]=4)=[CH:14][CH:15]=3)=[CH:21][CH:22]=[N:23]2)=[N:28][CH:27]=1. (2) Given the reactants Br[C:2]1[S:6][C:5]([C:7]2[NH:8][C:9]([C:12]([O:14][CH3:15])=[O:13])=[CH:10][N:11]=2)=[C:4]([C:16]2[CH:21]=[CH:20][C:19]([Cl:22])=[CH:18][C:17]=2[Cl:23])[C:3]=1[C:24]#[N:25].C[Sn](C)(C)[C:28]1[CH:33]=[CH:32][N:31]=[C:30]([NH:34][C:35](=[O:37])[CH3:36])[CH:29]=1.[Cl-].[Li+], predict the reaction product. The product is: [C:35]([NH:34][C:30]1[CH:29]=[C:28]([C:2]2[S:6][C:5]([C:7]3[NH:8][C:9]([C:12]([O:14][CH3:15])=[O:13])=[CH:10][N:11]=3)=[C:4]([C:16]3[CH:21]=[CH:20][C:19]([Cl:22])=[CH:18][C:17]=3[Cl:23])[C:3]=2[C:24]#[N:25])[CH:33]=[CH:32][N:31]=1)(=[O:37])[CH3:36]. (3) Given the reactants [CH2:1]([N:8]1[CH2:12][C@H:11]([C:13]2[CH:18]=[CH:17][C:16]([Cl:19])=[C:15]([F:20])[CH:14]=2)[C@@H:10](C(O)=O)[CH2:9]1)[C:2]1[CH:7]=[CH:6][CH:5]=[CH:4][CH:3]=1.CC[N:26]([CH2:29]C)CC.C1(P(N=[N+]=[N-])(C2C=CC=CC=2)=[O:38])C=CC=CC=1.[CH3:48][C:49]([O-:52])([CH3:51])[CH3:50].[Li+].C1COCC1, predict the reaction product. The product is: [CH2:1]([N:8]1[CH2:12][C@H:11]([C:13]2[CH:18]=[CH:17][C:16]([Cl:19])=[C:15]([F:20])[CH:14]=2)[C@@H:10]([NH:26][C:29](=[O:38])[O:52][C:49]([CH3:51])([CH3:50])[CH3:48])[CH2:9]1)[C:2]1[CH:3]=[CH:4][CH:5]=[CH:6][CH:7]=1.